From a dataset of Reaction yield outcomes from USPTO patents with 853,638 reactions. Predict the reaction yield, written as a fraction of the theoretical maximum amount of product (1.0 means a 100% yield; for example, 0.34 means a 34% yield). (1) The reactants are [CH2:1]([N:8]1[CH2:13][CH2:12][CH:11]([C:14]2[CH:15]=[CH:16][C:17]([C:20]3[O:21][C:22]4[CH:28]=[CH:27][C:26](Br)=[CH:25][C:23]=4[CH:24]=3)=[N:18][CH:19]=2)[CH2:10][CH2:9]1)[C:2]1[CH:7]=[CH:6][CH:5]=[CH:4][CH:3]=1.[CH3:30][S:31]([O-:33])=[O:32].[Na+].CNCCNC.O. The catalyst is CS(C)=O.C(OCC)(=O)C. The product is [CH2:1]([N:8]1[CH2:13][CH2:12][CH:11]([C:14]2[CH:15]=[CH:16][C:17]([C:20]3[O:21][C:22]4[CH:28]=[CH:27][C:26]([S:31]([CH3:30])(=[O:33])=[O:32])=[CH:25][C:23]=4[CH:24]=3)=[N:18][CH:19]=2)[CH2:10][CH2:9]1)[C:2]1[CH:7]=[CH:6][CH:5]=[CH:4][CH:3]=1. The yield is 0.410. (2) The reactants are [F:1][C:2]1[CH:7]=[CH:6][CH:5]=[CH:4][C:3]=1[CH2:8][C:9]([O:11][C@H:12]([C:14]1[CH:19]=[CH:18][CH:17]=[CH:16][CH:15]=1)[CH3:13])=[O:10].[CH2:20]1[CH2:30][CH2:29][N:28]2C(=NC[CH2:26][CH2:27]2)CC1.C(Br)(Br)(Br)Br.N1CCCCC1. The catalyst is C1COCC1.C(OCC)C.C1(C)C=CC=CC=1. The product is [F:1][C:2]1[CH:7]=[CH:6][CH:5]=[CH:4][C:3]=1[C@@H:8]([N:28]1[CH2:27][CH2:26][CH2:20][CH2:30][CH2:29]1)[C:9]([O:11][C@H:12]([C:14]1[CH:15]=[CH:16][CH:17]=[CH:18][CH:19]=1)[CH3:13])=[O:10]. The yield is 0.110. (3) The reactants are F[C:2]1[CH:3]=[C:4]([CH:37]=[CH:38][C:39]=1F)[CH2:5][NH:6][C:7]([C:9]1[N:13](CC2C=CC(OC)=CC=2)[N:12]=[C:11]([N:23]2[C:27](=[O:28])[N:26]([CH2:29][C:30]3[CH:35]=[CH:34][C:33]([F:36])=[CH:32][CH:31]=3)[N:25]=[CH:24]2)[CH:10]=1)=[O:8].C(NC(C1N(CC2C=CC(OC)=CC=2)N=C(N2C(=O)N(CC3C=CC(F)=CC=3)N=C2)C=1)=O)C1C=CC=CC=1. No catalyst specified. The product is [CH2:5]([NH:6][C:7]([C:9]1[NH:13][N:12]=[C:11]([N:23]2[C:27](=[O:28])[N:26]([CH2:29][C:30]3[CH:35]=[CH:34][C:33]([F:36])=[CH:32][CH:31]=3)[N:25]=[CH:24]2)[CH:10]=1)=[O:8])[C:4]1[CH:37]=[CH:38][CH:39]=[CH:2][CH:3]=1. The yield is 0.990. (4) The reactants are [O:1]1[C:6]2[CH:7]=[CH:8][C:9]([CH:11]=O)=[CH:10][C:5]=2[O:4][CH2:3][CH2:2]1.[CH3:13][O:14][C:15]1[CH:24]=[C:23]2[C:18]([N:19]=[CH:20][C:21]([S:25][CH2:26][CH2:27][N:28]3[CH2:33][CH2:32][CH:31]([NH2:34])[CH2:30][CH2:29]3)=[N:22]2)=[CH:17][CH:16]=1. No catalyst specified. The product is [O:1]1[C:6]2[CH:7]=[CH:8][C:9]([CH2:11][NH:34][CH:31]3[CH2:30][CH2:29][N:28]([CH2:27][CH2:26][S:25][C:21]4[CH:20]=[N:19][C:18]5[C:23](=[CH:24][C:15]([O:14][CH3:13])=[CH:16][CH:17]=5)[N:22]=4)[CH2:33][CH2:32]3)=[CH:10][C:5]=2[O:4][CH2:3][CH2:2]1. The yield is 0.780. (5) The reactants are [F:1][C:2]([F:7])([F:6])[C:3]([OH:5])=[O:4].[C:8]1([C:14]2[CH:19]=[C:18]([CH:20]3[CH2:25][CH2:24][NH:23][CH2:22][CH2:21]3)[CH:17]=[CH:16][C:15]=2[NH:26][C:27]([C:29]2[NH:30][CH:31]=[C:32]([C:34]#[N:35])[N:33]=2)=[O:28])[CH2:13][CH2:12][CH2:11][CH2:10][CH:9]=1.Cl.[N:37]1[CH:42]=[CH:41][CH:40]=[CH:39][C:38]=1[CH2:43][C:44](O)=[O:45].CCN=C=NCCCN(C)C.C1C=CC2N(O)N=NC=2C=1.CCN(C(C)C)C(C)C. The catalyst is O.CN(C=O)C. The product is [F:1][C:2]([F:7])([F:6])[C:3]([OH:5])=[O:4].[C:8]1([C:14]2[CH:19]=[C:18]([CH:20]3[CH2:21][CH2:22][N:23]([C:44](=[O:45])[CH2:43][C:38]4[CH:39]=[CH:40][CH:41]=[CH:42][N:37]=4)[CH2:24][CH2:25]3)[CH:17]=[CH:16][C:15]=2[NH:26][C:27]([C:29]2[NH:30][CH:31]=[C:32]([C:34]#[N:35])[N:33]=2)=[O:28])[CH2:13][CH2:12][CH2:11][CH2:10][CH:9]=1. The yield is 0.700. (6) The reactants are [CH3:1][N:2]1[CH2:6][CH2:5][C@H:4]([O:7][C:8]2[CH:15]=[CH:14][C:13]([C:16]([F:19])([F:18])[F:17])=[CH:12][C:9]=2[C:10]#N)[CH2:3]1.[OH-:20].[Na+].[OH:22]O. The catalyst is C(O)C.O. The product is [CH3:1][N:2]1[CH2:6][CH2:5][C@H:4]([O:7][C:8]2[CH:15]=[CH:14][C:13]([C:16]([F:19])([F:18])[F:17])=[CH:12][C:9]=2[C:10]([OH:22])=[O:20])[CH2:3]1. The yield is 0.800. (7) The reactants are [C:1]([NH:9][CH:10]([C:16]#[N:17])[C:11]([O:13][CH2:14][CH3:15])=[O:12])(=O)[C:2]1[CH:7]=[CH:6][CH:5]=[CH:4][CH:3]=1.COC1C=CC(P2(SP(C3C=CC(OC)=CC=3)(=S)S2)=[S:27])=CC=1. The catalyst is N1C=CC=CC=1. The product is [NH2:17][C:16]1[S:27][C:1]([C:2]2[CH:7]=[CH:6][CH:5]=[CH:4][CH:3]=2)=[N:9][C:10]=1[C:11]([O:13][CH2:14][CH3:15])=[O:12]. The yield is 0.400.